Dataset: Catalyst prediction with 721,799 reactions and 888 catalyst types from USPTO. Task: Predict which catalyst facilitates the given reaction. (1) Reactant: [Cl:1][C:2]1[CH:3]=[C:4]([N:10]2[C:14]([CH3:15])=[C:13]([CH2:16][C:17]3[CH:25]=[CH:24][C:20]([C:21](O)=[O:22])=[CH:19][CH:18]=3)[C:12]([CH3:26])=[N:11]2)[CH:5]=[CH:6][C:7]=1[C:8]#[N:9].[CH:27]1([NH2:30])[CH2:29][CH2:28]1.[Cl-].COC1N=C(OC)N=C([N+]2(C)CCOCC2)N=1.C(=O)([O-])O.[Na+]. Product: [Cl:1][C:2]1[CH:3]=[C:4]([N:10]2[C:14]([CH3:15])=[C:13]([CH2:16][C:17]3[CH:18]=[CH:19][C:20]([C:21]([NH:30][CH:27]4[CH2:29][CH2:28]4)=[O:22])=[CH:24][CH:25]=3)[C:12]([CH3:26])=[N:11]2)[CH:5]=[CH:6][C:7]=1[C:8]#[N:9]. The catalyst class is: 39. (2) Reactant: [CH3:1][O:2][C:3]([C:5]1[S:6][C:7]([CH3:13])=[C:8]([N+:10]([O-])=O)[CH:9]=1)=[O:4]. Product: [CH3:1][O:2][C:3]([C:5]1[S:6][C:7]([CH3:13])=[C:8]([NH2:10])[CH:9]=1)=[O:4]. The catalyst class is: 94. (3) Reactant: C1(P(C2CCCCC2)C2CCCCC2)CCCCC1.[F:20][C:21]1[CH:30]=[C:29](B2OC(C)(C)C(C)(C)O2)[CH:28]=[C:27]2[C:22]=1[N:23]=[CH:24][CH:25]=[N:26]2.[CH3:40][O:41][C:42](=[O:65])[C:43]1[CH:48]=[CH:47][CH:46]=[CH:45][C:44]=1[NH:49][C:50]1[N:54]([C:55]2[CH:60]=[CH:59][C:58]([F:61])=[CH:57][C:56]=2[F:62])[N:53]=[C:52]([CH3:63])[C:51]=1Br.P([O-])([O-])([O-])=O.[K+].[K+].[K+]. Product: [CH3:40][O:41][C:42](=[O:65])[C:43]1[CH:48]=[CH:47][CH:46]=[CH:45][C:44]=1[NH:49][C:50]1[N:54]([C:55]2[CH:60]=[CH:59][C:58]([F:61])=[CH:57][C:56]=2[F:62])[N:53]=[C:52]([CH3:63])[C:51]=1[C:29]1[CH:28]=[C:27]2[C:22](=[C:21]([F:20])[CH:30]=1)[N:23]=[CH:24][CH:25]=[N:26]2. The catalyst class is: 127. (4) Reactant: [Cl:1][C:2]1[CH:11]=[CH:10][CH:9]=[C:8]2[C:3]=1[CH:4]=[CH:5][CH:6]=[C:7]2[C:12]([OH:14])=O.Cl.C(N=C=NCCCN(C)C)C.O.ON1C2C=CC=CC=2N=N1.[NH2:38][CH:39]([CH2:49][C:50]1[CH:51]=[CH:52][C:53]2[O:57][CH2:56][C:55]([CH3:59])([CH3:58])[C:54]=2[CH:60]=1)[CH:40]([C:42]1[CH:47]=[CH:46][CH:45]=[C:44]([Cl:48])[CH:43]=1)[OH:41]. Product: [Cl:1][C:2]1[CH:11]=[CH:10][CH:9]=[C:8]2[C:3]=1[CH:4]=[CH:5][CH:6]=[C:7]2[C:12]([NH:38][CH:39]([CH2:49][C:50]1[CH:51]=[CH:52][C:53]2[O:57][CH2:56][C:55]([CH3:58])([CH3:59])[C:54]=2[CH:60]=1)[CH:40]([C:42]1[CH:47]=[CH:46][CH:45]=[C:44]([Cl:48])[CH:43]=1)[OH:41])=[O:14]. The catalyst class is: 42. (5) Reactant: [N+:1]([C:4]1[CH:5]=[CH:6][C:7]2[O:11][C:10]([CH:12]=[CH2:13])=[N:9][C:8]=2[CH:14]=1)([O-:3])=[O:2].[NH:15]1[CH2:19][CH2:18][CH2:17][CH2:16]1. Product: [N+:1]([C:4]1[CH:5]=[CH:6][C:7]2[O:11][C:10]([CH2:12][CH2:13][N:15]3[CH2:19][CH2:18][CH2:17][CH2:16]3)=[N:9][C:8]=2[CH:14]=1)([O-:3])=[O:2]. The catalyst class is: 8. (6) Reactant: [C:1]1([C:11]2[CH:16]=[CH:15][CH:14]=[CH:13][CH:12]=2)[CH:6]=[CH:5][C:4]([CH2:7][C:8]([OH:10])=O)=[CH:3][CH:2]=1.CN(C(ON1N=NC2C=CC=CC1=2)=[N+](C)C)C.F[P-](F)(F)(F)(F)F.CCN(C(C)C)C(C)C.[Br:50][C:51]1[C:60]2[C:55](=[CH:56][CH:57]=[CH:58][CH:59]=2)[CH:54]=[C:53]([NH2:61])[N:52]=1.C(O)(=O)CC(CC(O)=O)(C(O)=O)O. Product: [C:1]1([C:11]2[CH:16]=[CH:15][CH:14]=[CH:13][CH:12]=2)[CH:2]=[CH:3][C:4]([CH2:7][C:8]([NH:61][C:53]2[N:52]=[C:51]([Br:50])[C:60]3[C:55]([CH:54]=2)=[CH:56][CH:57]=[CH:58][CH:59]=3)=[O:10])=[CH:5][CH:6]=1. The catalyst class is: 18.